Dataset: Reaction yield outcomes from USPTO patents with 853,638 reactions. Task: Predict the reaction yield, written as a fraction of the theoretical maximum amount of product (1.0 means a 100% yield; for example, 0.34 means a 34% yield). (1) The reactants are C(N1C=CN=C1)(N1C=CN=C1)=O.[CH:13]1([C:19]2[C:20]3[CH:21]=[CH:22][C:23]([C:43]([OH:45])=O)=[CH:24][C:25]=3[N:26]3[CH2:32][C:31]([C:33]([O:35][CH3:36])=[O:34])=[CH:30][C:29]4[CH:37]=[C:38]([O:41][CH3:42])[CH:39]=[CH:40][C:28]=4[C:27]=23)[CH2:18][CH2:17][CH2:16][CH2:15][CH2:14]1.[S:46]([NH2:50])([NH2:49])(=[O:48])=[O:47].C1CCN2C(=NCCC2)CC1. The catalyst is C1COCC1.CCOC(C)=O.C(Cl)Cl. The product is [NH2:49][S:46]([NH:50][C:43]([C:23]1[CH:22]=[CH:21][C:20]2[C:19]([CH:13]3[CH2:14][CH2:15][CH2:16][CH2:17][CH2:18]3)=[C:27]3[C:28]4[CH:40]=[CH:39][C:38]([O:41][CH3:42])=[CH:37][C:29]=4[CH:30]=[C:31]([C:33]([O:35][CH3:36])=[O:34])[CH2:32][N:26]3[C:25]=2[CH:24]=1)=[O:45])(=[O:48])=[O:47]. The yield is 0.910. (2) The reactants are CO[C:3](=[O:27])[C:4]1[CH:9]=[CH:8][C:7]([O:10][CH2:11][C:12]2[C:13]([C:21]3[CH:26]=[CH:25][CH:24]=[CH:23][CH:22]=3)=[N:14][O:15][C:16]=2[C:17]([F:20])([F:19])[F:18])=[N:6][CH:5]=1.COC(=O)C1C=CC(OC[C:39]2[C:40]([C:45]3[CH:50]=CC=C(F)C=3)=[N:41][O:42][C:43]=2C)=NC=1.NC1CCOCC1. No catalyst specified. The product is [C:21]1([C:13]2[C:12]([CH2:11][O:10][C:7]3[CH:8]=[CH:9][C:4]([C:3]([NH:41][CH:40]4[CH2:45][CH2:50][O:42][CH2:43][CH2:39]4)=[O:27])=[CH:5][N:6]=3)=[C:16]([C:17]([F:19])([F:20])[F:18])[O:15][N:14]=2)[CH:26]=[CH:25][CH:24]=[CH:23][CH:22]=1. The yield is 0.940.